From a dataset of Full USPTO retrosynthesis dataset with 1.9M reactions from patents (1976-2016). Predict the reactants needed to synthesize the given product. Given the product [Cl:10][C:8]1[CH:7]=[CH:6][C:3]([CH2:4][CH2:11][CH3:12])=[C:2]([CH:9]=1)[NH2:1], predict the reactants needed to synthesize it. The reactants are: [NH2:1][C:2]1[CH:9]=[C:8]([Cl:10])[CH:7]=[CH:6][C:3]=1[CH:4]=O.[CH3:11][C:12]1C=CC(S(NN)(=O)=O)=CC=1.C(=O)([O-])[O-].[K+].[K+].C(B(O)O)C.